From a dataset of Reaction yield outcomes from USPTO patents with 853,638 reactions. Predict the reaction yield, written as a fraction of the theoretical maximum amount of product (1.0 means a 100% yield; for example, 0.34 means a 34% yield). The reactants are [CH3:1][S:2]([OH:5])(=[O:4])=[O:3].[N:6]1[C:7]([CH2:15][O:16][C:17]2[CH:22]=[CH:21][C:20]([C:23]3[C:27](=[O:28])[C:26]([CH3:30])([CH3:29])[O:25][C:24]=3[C:31]3[CH:38]=[CH:37][C:34]([C:35]#[N:36])=[CH:33][CH:32]=3)=[CH:19][CH:18]=2)=[CH:8][N:9]2[CH:14]=[CH:13][CH:12]=[CH:11][C:10]=12. The catalyst is C(Cl)Cl.C(OCC)C. The product is [CH3:1][S:2]([OH:5])(=[O:4])=[O:3].[N:6]1[C:7]([CH2:15][O:16][C:17]2[CH:18]=[CH:19][C:20]([C:23]3[C:27](=[O:28])[C:26]([CH3:30])([CH3:29])[O:25][C:24]=3[C:31]3[CH:32]=[CH:33][C:34]([C:35]#[N:36])=[CH:37][CH:38]=3)=[CH:21][CH:22]=2)=[CH:8][N:9]2[CH:14]=[CH:13][CH:12]=[CH:11][C:10]=12. The yield is 0.640.